From a dataset of Forward reaction prediction with 1.9M reactions from USPTO patents (1976-2016). Predict the product of the given reaction. Given the reactants Cl[C:2]1[CH:7]=[CH:6][N:5]=[C:4]2[NH:8][CH:9]=[CH:10][C:3]=12.[C:11]([O:15][C:16]([N:18]1[CH2:23][CH2:22][NH:21][CH2:20][CH2:19]1)=[O:17])([CH3:14])([CH3:13])[CH3:12].C(Cl)Cl, predict the reaction product. The product is: [C:11]([O:15][C:16]([N:18]1[CH2:23][CH2:22][N:21]([C:2]2[CH:7]=[CH:6][N:5]=[C:4]3[NH:8][CH:9]=[CH:10][C:3]=23)[CH2:20][CH2:19]1)=[O:17])([CH3:14])([CH3:12])[CH3:13].